Regression. Given two drug SMILES strings and cell line genomic features, predict the synergy score measuring deviation from expected non-interaction effect. From a dataset of NCI-60 drug combinations with 297,098 pairs across 59 cell lines. (1) Drug 1: CC1=C(C(CCC1)(C)C)C=CC(=CC=CC(=CC(=O)O)C)C. Drug 2: C1CN1C2=NC(=NC(=N2)N3CC3)N4CC4. Cell line: ACHN. Synergy scores: CSS=51.7, Synergy_ZIP=-2.29, Synergy_Bliss=-0.910, Synergy_Loewe=-15.5, Synergy_HSA=1.50. (2) Drug 1: CC(CN1CC(=O)NC(=O)C1)N2CC(=O)NC(=O)C2. Drug 2: CC1C(C(CC(O1)OC2CC(OC(C2O)C)OC3=CC4=CC5=C(C(=O)C(C(C5)C(C(=O)C(C(C)O)O)OC)OC6CC(C(C(O6)C)O)OC7CC(C(C(O7)C)O)OC8CC(C(C(O8)C)O)(C)O)C(=C4C(=C3C)O)O)O)O. Cell line: TK-10. Synergy scores: CSS=8.71, Synergy_ZIP=-4.57, Synergy_Bliss=0.313, Synergy_Loewe=-0.258, Synergy_HSA=0.108. (3) Drug 1: CC1CCC2CC(C(=CC=CC=CC(CC(C(=O)C(C(C(=CC(C(=O)CC(OC(=O)C3CCCCN3C(=O)C(=O)C1(O2)O)C(C)CC4CCC(C(C4)OC)O)C)C)O)OC)C)C)C)OC. Drug 2: CCC1=C2CN3C(=CC4=C(C3=O)COC(=O)C4(CC)O)C2=NC5=C1C=C(C=C5)O. Cell line: A498. Synergy scores: CSS=27.8, Synergy_ZIP=-2.01, Synergy_Bliss=-0.406, Synergy_Loewe=-11.6, Synergy_HSA=2.42. (4) Drug 1: CN(C)N=NC1=C(NC=N1)C(=O)N. Drug 2: CC1=C(C=C(C=C1)C(=O)NC2=CC(=CC(=C2)C(F)(F)F)N3C=C(N=C3)C)NC4=NC=CC(=N4)C5=CN=CC=C5. Cell line: LOX IMVI. Synergy scores: CSS=36.5, Synergy_ZIP=-9.18, Synergy_Bliss=-5.41, Synergy_Loewe=-3.36, Synergy_HSA=-2.68.